Task: Predict the product of the given reaction.. Dataset: Forward reaction prediction with 1.9M reactions from USPTO patents (1976-2016) (1) The product is: [F:17][CH2:18][CH2:19][N:3]1[CH2:8][CH2:7][CH2:6][CH:5]([NH:9][C:10](=[O:16])[O:11][C:12]([CH3:13])([CH3:15])[CH3:14])[CH2:4]1. Given the reactants N#N.[NH:3]1[CH2:8][CH2:7][CH2:6][CH:5]([NH:9][C:10](=[O:16])[O:11][C:12]([CH3:15])([CH3:14])[CH3:13])[CH2:4]1.[F:17][CH2:18][CH2:19]I.C(=O)([O-])[O-].[K+].[K+], predict the reaction product. (2) Given the reactants [F:1][C:2]1[CH:13]=[CH:12][C:11]([N+:14]([O-:16])=[O:15])=[CH:10][C:3]=1[C:4]([NH:6][CH2:7][CH2:8][OH:9])=[O:5].CC1C=CC(S(O)(=O)=O)=CC=1.[O:28]1[CH:33]=[CH:32][CH2:31][CH2:30][CH2:29]1, predict the reaction product. The product is: [F:1][C:2]1[CH:13]=[CH:12][C:11]([N+:14]([O-:16])=[O:15])=[CH:10][C:3]=1[C:4]([NH:6][CH2:7][CH2:8][O:9][CH:29]1[CH2:30][CH2:31][CH2:32][CH2:33][O:28]1)=[O:5]. (3) Given the reactants C([O:3][C:4](=O)[CH2:5][O:6][C:7]1[CH:12]=[CH:11][C:10]([C:13](=[O:15])[CH3:14])=[CH:9][C:8]=1[N+:16]([O-])=O)C.COC1C=CC2OCC(=O)NC=2C=1, predict the reaction product. The product is: [C:13]([C:10]1[CH:11]=[CH:12][C:7]2[O:6][CH2:5][C:4](=[O:3])[NH:16][C:8]=2[CH:9]=1)(=[O:15])[CH3:14]. (4) Given the reactants [Br:1][C:2]1[CH:7]=[CH:6][C:5]([SH:8])=[CH:4][CH:3]=1.C[O-].[Na+].[Br:12][CH2:13][CH2:14][CH2:15]Br.ClC1C=C(C=CC=1)C(OO)=[O:22].[OH2:28], predict the reaction product. The product is: [Br:1][C:2]1[CH:7]=[CH:6][C:5]([S:8]([CH2:15][CH2:14][CH2:13][Br:12])(=[O:22])=[O:28])=[CH:4][CH:3]=1. (5) Given the reactants [F:1][C:2]([F:32])([F:31])[C:3]1[CH:4]=[C:5]([CH:13]2[O:17][C:16](=[O:18])[N:15]([CH2:19][C:20]3[CH:25]=[C:24]([C:26]([F:29])([F:28])[F:27])[CH:23]=[CH:22][C:21]=3I)[CH2:14]2)[CH:6]=[C:7]([C:9]([F:12])([F:11])[F:10])[CH:8]=1.[CH3:33][O:34][C:35]1[CH:40]=[CH:39][C:38]([C:41]([F:44])([F:43])[F:42])=[CH:37][C:36]=1B(O)O.C(=O)([O-])[O-].[Na+].[Na+], predict the reaction product. The product is: [F:1][C:2]([F:32])([F:31])[C:3]1[CH:4]=[C:5]([CH:13]2[O:17][C:16](=[O:18])[N:15]([CH2:19][C:20]3[CH:25]=[C:24]([C:26]([F:29])([F:28])[F:27])[CH:23]=[CH:22][C:21]=3[C:36]3[CH:37]=[C:38]([C:41]([F:44])([F:43])[F:42])[CH:39]=[CH:40][C:35]=3[O:34][CH3:33])[CH2:14]2)[CH:6]=[C:7]([C:9]([F:12])([F:11])[F:10])[CH:8]=1. (6) Given the reactants [Cl:1][C:2]1[CH:7]=[C:6]([N+:8]([O-])=O)[CH:5]=[CH:4][C:3]=1[C:11]1[CH:16]=[CH:15][CH:14]=[CH:13][C:12]=1[F:17].[Cl-].[NH4+].CO, predict the reaction product. The product is: [Cl:1][C:2]1[CH:7]=[C:6]([NH2:8])[CH:5]=[CH:4][C:3]=1[C:11]1[CH:16]=[CH:15][CH:14]=[CH:13][C:12]=1[F:17]. (7) The product is: [CH2:1]([N:8]1[CH2:13][CH2:12][C:11]([NH:16][C:17]2[CH:22]=[CH:21][CH:20]=[C:19]([F:23])[CH:18]=2)([C:14]#[N:15])[CH2:10][CH:9]1[CH3:24])[C:2]1[CH:3]=[CH:4][CH:5]=[CH:6][CH:7]=1. Given the reactants [CH2:1]([N:8]1[CH2:13][CH2:12][C@:11]([NH:16][C:17]2[CH:22]=[CH:21][CH:20]=[C:19]([F:23])[CH:18]=2)([C:14]#[N:15])[CH2:10][C@H:9]1[CH3:24])[C:2]1[CH:7]=[CH:6][CH:5]=[CH:4][CH:3]=1, predict the reaction product. (8) The product is: [F:1][C:2]1[CH:3]=[C:4]([CH:26]=[CH:27][C:28]=1[C:29]([F:31])([F:30])[F:32])[CH2:5][N:6]1[CH:10]=[C:9]([C:11]2[NH:19][C:18]3[C:17](=[O:20])[N:16]([CH2:21][CH2:22][CH3:23])[C:15]([C:24]([OH:38])=[O:33])=[N:14][C:13]=3[N:12]=2)[CH:8]=[N:7]1. Given the reactants [F:1][C:2]1[CH:3]=[C:4]([CH:26]=[CH:27][C:28]=1[C:29]([F:32])([F:31])[F:30])[CH2:5][N:6]1[CH:10]=[C:9]([C:11]2[NH:19][C:18]3[C:17](=[O:20])[N:16]([CH2:21][CH2:22][CH3:23])[C:15]([C:24]#N)=[N:14][C:13]=3[N:12]=2)[CH:8]=[N:7]1.[OH-:33].[Na+].C(O)C.[OH2:38], predict the reaction product. (9) Given the reactants [F:1][C:2]([F:25])([F:24])[C:3]1[CH:4]=[C:5]([NH:13][C:14](=[O:23])[C:15]2[CH:20]=[C:19](I)[CH:18]=[CH:17][C:16]=2[OH:22])[CH:6]=[C:7]([C:9]([F:12])([F:11])[F:10])[CH:8]=1.[CH3:26][Si:27]([C:30]#[CH:31])([CH3:29])[CH3:28].C(OCC)(=O)C.C(O)(=O)CC(CC(O)=O)(C(O)=O)O, predict the reaction product. The product is: [F:1][C:2]([F:25])([F:24])[C:3]1[CH:4]=[C:5]([NH:13][C:14](=[O:23])[C:15]2[CH:20]=[C:19]([C:31]#[C:30][Si:27]([CH3:29])([CH3:28])[CH3:26])[CH:18]=[CH:17][C:16]=2[OH:22])[CH:6]=[C:7]([C:9]([F:12])([F:11])[F:10])[CH:8]=1. (10) Given the reactants [CH3:1][O:2][C:3]1[N:8]=[C:7]([NH2:9])[CH:6]=[CH:5][CH:4]=1.[Cl:10][C:11]1[C:18]([O:19][CH2:20][CH2:21][F:22])=[CH:17][CH:16]=[C:15]([F:23])[C:12]=1[CH:13]=O.[N+:24]([C:26]1[CH:35]=[CH:34][C:29]2[O:30][CH2:31][CH2:32][O:33][C:28]=2[CH:27]=1)#[C-:25].CCOC(C)=O, predict the reaction product. The product is: [Cl:10][C:11]1[C:18]([O:19][CH2:20][CH2:21][F:22])=[CH:17][CH:16]=[C:15]([F:23])[C:12]=1[C:13]1[N:9]=[C:7]2[CH:6]=[CH:5][CH:4]=[C:3]([O:2][CH3:1])[N:8]2[C:25]=1[NH:24][C:26]1[CH:35]=[CH:34][C:29]2[O:30][CH2:31][CH2:32][O:33][C:28]=2[CH:27]=1.